Dataset: Full USPTO retrosynthesis dataset with 1.9M reactions from patents (1976-2016). Task: Predict the reactants needed to synthesize the given product. (1) Given the product [CH2:9]([CH:3]([CH2:1][CH3:2])[CH2:4][CH2:5][C:6]([N:11]1[CH2:16][CH2:15][CH2:14][CH2:13][CH2:12]1)=[O:8])[CH3:10], predict the reactants needed to synthesize it. The reactants are: [CH2:1]([CH:3]([CH2:9][CH3:10])[CH2:4][CH2:5][C:6]([OH:8])=O)[CH3:2].[NH:11]1[CH2:16][CH2:15][CH2:14][CH2:13][CH2:12]1.C1C=CC2N(O)N=NC=2C=1.CCN=C=NCCCN(C)C.Cl.Cl. (2) The reactants are: [F:1][C:2]1[CH:3]=[C:4]([C:12]2[C:13]3[CH:20]([CH2:21][C:22](O)=[O:23])[CH2:19][CH2:18][C:14]=3[CH:15]=[N:16][CH:17]=2)[CH:5]=[CH:6][C:7]=1[C:8]([F:11])([F:10])[F:9].FC1C=C(C2C3CCC(CC(O)=O)C=3[CH:39]=[N:40]C=2)C=CC=1C(F)(F)F.C(N(CC)C(C)C)(C)C.CN(C(ON1N=NC2C=CC=NC1=2)=[N+](C)C)C.F[P-](F)(F)(F)(F)F.CN. Given the product [F:1][C:2]1[CH:3]=[C:4]([C:12]2[C:13]3[CH:20]([CH2:21][C:22]([NH:40][CH3:39])=[O:23])[CH2:19][CH2:18][C:14]=3[CH:15]=[N:16][CH:17]=2)[CH:5]=[CH:6][C:7]=1[C:8]([F:11])([F:9])[F:10], predict the reactants needed to synthesize it. (3) Given the product [S:1](=[O:44])(=[O:45])([O:3][CH2:4][C@H:5]1[CH2:9][C@@H:8]([NH:10][C:11]2[C:16]([C:17]([C:19]3[S:20][C:57]([Cl:59])=[C:22]([S:24]([C:25]4[CH:30]=[CH:29][CH:28]=[C:27]([Cl:31])[CH:26]=4)=[O:54])[CH:23]=3)=[O:18])=[CH:15][N:14]=[CH:13][N:12]=2)[CH2:7][C@@H:6]1[O:33][Si:34]([CH:41]([CH3:43])[CH3:42])([CH:38]([CH3:39])[CH3:40])[CH:35]([CH3:37])[CH3:36])[NH2:2], predict the reactants needed to synthesize it. The reactants are: [S:1](=[O:45])(=[O:44])([O:3][CH2:4][C@H:5]1[CH2:9][C@@H:8]([NH:10][C:11]2[C:16]([C:17]([C:19]3[S:20]C(C)=[C:22]([S:24][C:25]4[CH:30]=[CH:29][CH:28]=[C:27]([Cl:31])[CH:26]=4)[CH:23]=3)=[O:18])=[CH:15][N:14]=[CH:13][N:12]=2)[CH2:7][C@@H:6]1[O:33][Si:34]([CH:41]([CH3:43])[CH3:42])([CH:38]([CH3:40])[CH3:39])[CH:35]([CH3:37])[CH3:36])[NH2:2].ClC1C=CC=C(C(OO)=[O:54])C=1.[CH2:57]([Cl:59])Cl. (4) Given the product [CH3:1][S:2]([CH2:5][CH2:6][O:7][S:16]([CH3:15])(=[O:18])=[O:17])(=[O:4])=[O:3], predict the reactants needed to synthesize it. The reactants are: [CH3:1][S:2]([CH2:5][CH2:6][OH:7])(=[O:4])=[O:3].C(N(CC)CC)C.[CH3:15][S:16](Cl)(=[O:18])=[O:17]. (5) Given the product [CH3:29][C:27]1[N:28]=[C:24]([NH:23][C:19]([NH:20][S:7]([C:3]2[CH:4]=[CH:5][CH:6]=[C:1]([CH3:11])[CH:2]=2)(=[O:9])=[O:8])=[O:18])[S:25][C:26]=1[CH3:30], predict the reactants needed to synthesize it. The reactants are: [C:1]1([CH3:11])[CH:6]=[CH:5][CH:4]=[C:3]([S:7](Cl)(=[O:9])=[O:8])[CH:2]=1.N1C=CC=CC=1.[O-:18][C:19]#[N:20].[Na+].Cl.[NH2:23][C:24]1[S:25][C:26]([CH3:30])=[C:27]([CH3:29])[N:28]=1. (6) The reactants are: Cl[C:2]1[N:6]([CH2:7][C:8]([O:10]C(C)C)=O)[C:5]2[C:14]([CH:19]([CH2:22][CH3:23])[CH2:20][CH3:21])=[CH:15][CH:16]=[C:17]([Cl:18])[C:4]=2[N:3]=1.[CH3:24][N:25]([CH3:34])[C:26]1[CH:31]=[C:30]([CH3:32])[C:29]([NH2:33])=[CH:28][N:27]=1.O.C1(C)C=CC(S(O)(=O)=O)=CC=1.C1(C)C(C)=CC=CC=1. Given the product [Cl:18][C:17]1[C:4]2[N:3]=[C:2]3[N:33]([C:29]4[CH:28]=[N:27][C:26]([N:25]([CH3:24])[CH3:34])=[CH:31][C:30]=4[CH3:32])[C:8](=[O:10])[CH2:7][N:6]3[C:5]=2[C:14]([CH:19]([CH2:20][CH3:21])[CH2:22][CH3:23])=[CH:15][CH:16]=1, predict the reactants needed to synthesize it.